Dataset: NCI-60 drug combinations with 297,098 pairs across 59 cell lines. Task: Regression. Given two drug SMILES strings and cell line genomic features, predict the synergy score measuring deviation from expected non-interaction effect. (1) Drug 1: CN(C)N=NC1=C(NC=N1)C(=O)N. Drug 2: CN1C(=O)N2C=NC(=C2N=N1)C(=O)N. Cell line: 786-0. Synergy scores: CSS=-0.237, Synergy_ZIP=-0.864, Synergy_Bliss=-2.68, Synergy_Loewe=-2.78, Synergy_HSA=-2.62. (2) Drug 1: CCCS(=O)(=O)NC1=C(C(=C(C=C1)F)C(=O)C2=CNC3=C2C=C(C=N3)C4=CC=C(C=C4)Cl)F. Drug 2: C1C(C(OC1N2C=NC3=C(N=C(N=C32)Cl)N)CO)O. Cell line: HCT-15. Synergy scores: CSS=0.439, Synergy_ZIP=-2.42, Synergy_Bliss=-3.13, Synergy_Loewe=-21.1, Synergy_HSA=-5.69.